Task: Predict the product of the given reaction.. Dataset: Forward reaction prediction with 1.9M reactions from USPTO patents (1976-2016) (1) Given the reactants C(OC([N:8]1[CH2:13][CH2:12][C:11]([C:16]2[CH:21]=[CH:20][C:19]([Cl:22])=[CH:18][CH:17]=2)([O:14][CH3:15])[C:10]([OH:24])([CH3:23])[CH2:9]1)=O)(C)(C)C.FC(F)(F)C(O)=O, predict the reaction product. The product is: [Cl:22][C:19]1[CH:20]=[CH:21][C:16]([C:11]2([O:14][CH3:15])[CH2:12][CH2:13][NH:8][CH2:9][C:10]2([CH3:23])[OH:24])=[CH:17][CH:18]=1. (2) Given the reactants N#N.S([O:13][C:14]1[CH:23]=[C:22]([O:24][S:25]([C:28]2[CH:34]=[CH:33][C:31]([CH3:32])=[CH:30][CH:29]=2)(=[O:27])=[O:26])[CH:21]=[C:20]2[C:15]=1[C:16]([CH2:36][CH2:37][CH3:38])=[CH:17][C:18](=[O:35])[O:19]2)(C1C=CC(C)=CC=1)(=O)=O.[F-].C([N+](CCCC)(CCCC)CCCC)CCC, predict the reaction product. The product is: [OH:13][C:14]1[CH:23]=[C:22]([O:24][S:25]([C:28]2[CH:34]=[CH:33][C:31]([CH3:32])=[CH:30][CH:29]=2)(=[O:27])=[O:26])[CH:21]=[C:20]2[C:15]=1[C:16]([CH2:36][CH2:37][CH3:38])=[CH:17][C:18](=[O:35])[O:19]2. (3) Given the reactants C([O:4][C:5]1[CH:10]=[CH:9][C:8]([C:11]2[S:12](=[O:23])(=[O:22])[C:13]3[C:18]([C:19](=[O:21])[CH:20]=2)=[CH:17][CH:16]=[CH:15][CH:14]=3)=[CH:7][CH:6]=1)(=O)C.C1COCC1.C([O-])([O-])=O.[K+].[K+].Cl, predict the reaction product. The product is: [OH:4][C:5]1[CH:10]=[CH:9][C:8]([C:11]2[S:12](=[O:23])(=[O:22])[C:13]3[C:18]([C:19](=[O:21])[CH:20]=2)=[CH:17][CH:16]=[CH:15][CH:14]=3)=[CH:7][CH:6]=1. (4) Given the reactants [CH2:1]([O:8][C:9]1[CH:10]=[CH:11][C:12](I)=[C:13]([OH:15])[CH:14]=1)[C:2]1[CH:7]=[CH:6][CH:5]=[CH:4][CH:3]=1.[CH2:17]([O:20][C:21]1[CH:26]=[CH:25][C:24]([C:27]#[CH:28])=[CH:23][CH:22]=1)[CH2:18][CH3:19].CN(C)C(N(C)C)=N, predict the reaction product. The product is: [CH2:1]([O:8][C:9]1[CH:10]=[CH:11][C:12]2[CH:28]=[C:27]([C:24]3[CH:25]=[CH:26][C:21]([O:20][CH2:17][CH2:18][CH3:19])=[CH:22][CH:23]=3)[O:15][C:13]=2[CH:14]=1)[C:2]1[CH:7]=[CH:6][CH:5]=[CH:4][CH:3]=1. (5) Given the reactants [Cl:1][CH2:2][CH2:3][CH2:4][O:5][C:6]1[CH:11]=[CH:10][C:9]([C:12]2[S:13][C:14]3[CH2:15][NH:16][CH2:17][CH2:18][C:19]=3[N:20]=2)=[CH:8][CH:7]=1.C(N(CC)CC)C.[C:28](Cl)(=[O:30])[CH3:29].O, predict the reaction product. The product is: [C:28]([N:16]1[CH2:17][CH2:18][C:19]2[N:20]=[C:12]([C:9]3[CH:8]=[CH:7][C:6]([O:5][CH2:4][CH2:3][CH2:2][Cl:1])=[CH:11][CH:10]=3)[S:13][C:14]=2[CH2:15]1)(=[O:30])[CH3:29]. (6) Given the reactants [CH2:1]([O:3][C:4](=[O:19])/[C:5](/[O:16][CH2:17][CH3:18])=[CH:6]/[C:7]1[CH:15]=[CH:14][CH:13]=[C:12]2[C:8]=1[CH:9]=[CH:10][NH:11]2)[CH3:2].[H][H], predict the reaction product. The product is: [CH2:1]([O:3][C:4](=[O:19])[CH:5]([O:16][CH2:17][CH3:18])[CH2:6][C:7]1[CH:15]=[CH:14][CH:13]=[C:12]2[C:8]=1[CH:9]=[CH:10][NH:11]2)[CH3:2].